This data is from Peptide-MHC class I binding affinity with 185,985 pairs from IEDB/IMGT. The task is: Regression. Given a peptide amino acid sequence and an MHC pseudo amino acid sequence, predict their binding affinity value. This is MHC class I binding data. (1) The peptide sequence is GLYIPGTSV. The MHC is HLA-A02:02 with pseudo-sequence HLA-A02:02. The binding affinity (normalized) is 0.564. (2) The peptide sequence is NHIYDRHGDTL. The MHC is Mamu-A07 with pseudo-sequence Mamu-A07. The binding affinity (normalized) is 0.654. (3) The peptide sequence is LTDRELLLL. The MHC is HLA-A02:12 with pseudo-sequence HLA-A02:12. The binding affinity (normalized) is 0.0847.